From a dataset of Full USPTO retrosynthesis dataset with 1.9M reactions from patents (1976-2016). Predict the reactants needed to synthesize the given product. Given the product [F:11][C:12](=[CH:18][C:19]1[CH:20]=[CH:21][C:22]([C:25]2[N:26]=[CH:27][CH:28]=[CH:29][N:30]=2)=[CH:23][CH:24]=1)[CH2:13][OH:14], predict the reactants needed to synthesize it. The reactants are: [H-].C([Al+]CC(C)C)C(C)C.[F:11][C:12](=[CH:18][C:19]1[CH:24]=[CH:23][C:22]([C:25]2[N:30]=[CH:29][CH:28]=[CH:27][N:26]=2)=[CH:21][CH:20]=1)[C:13](OCC)=[O:14].